From a dataset of Reaction yield outcomes from USPTO patents with 853,638 reactions. Predict the reaction yield, written as a fraction of the theoretical maximum amount of product (1.0 means a 100% yield; for example, 0.34 means a 34% yield). (1) The reactants are Br[CH2:2][C:3]([C:5]1[CH:10]=[CH:9][CH:8]=[CH:7][C:6]=1[N+:11]([O-:13])=[O:12])=O.[NH2:14][C:15]([NH2:17])=[S:16]. The catalyst is CCO. The product is [N+:11]([C:6]1[CH:7]=[CH:8][CH:9]=[CH:10][C:5]=1[C:3]1[N:14]=[C:15]([NH2:17])[S:16][CH:2]=1)([O-:13])=[O:12]. The yield is 1.00. (2) The reactants are [F:1][C:2]([F:21])([F:20])[C:3]1[CH:8]=[CH:7][C:6]([C:9]2[N:10]=[C:11]([CH2:14][C:15](OCC)=[O:16])[O:12][CH:13]=2)=[CH:5][CH:4]=1.[BH4-].[Na+].O. The yield is 0.880. The product is [F:21][C:2]([F:1])([F:20])[C:3]1[CH:4]=[CH:5][C:6]([C:9]2[N:10]=[C:11]([CH2:14][CH2:15][OH:16])[O:12][CH:13]=2)=[CH:7][CH:8]=1. The catalyst is CO. (3) The reactants are [CH2:1]([O:8][C:9]1[C:10](=[O:16])[CH:11]=[C:12]([CH3:15])O[CH:14]=1)[C:2]1[CH:7]=[CH:6][CH:5]=[CH:4][CH:3]=1.[F:17][C:18]([F:22])([F:21])[CH2:19][NH2:20]. The yield is 0.840. The product is [CH2:1]([O:8][C:9]1[C:10](=[O:16])[CH:11]=[C:12]([CH3:15])[N:20]([CH2:19][C:18]([F:22])([F:21])[F:17])[CH:14]=1)[C:2]1[CH:3]=[CH:4][CH:5]=[CH:6][CH:7]=1. The catalyst is Cl.C(O)C. (4) The reactants are C(O[C:4]([C:6]1[N:7]=[N:8][C:9]([O:12][CH2:13][C:14]2[C:15]([C:19]3[CH:24]=[CH:23][C:22]([F:25])=[CH:21][CH:20]=3)=[N:16][O:17][CH:18]=2)=[CH:10][CH:11]=1)=[O:5])C.[NH2:26][CH:27]1[CH2:32][CH2:31][O:30][CH2:29][CH2:28]1. No catalyst specified. The product is [O:30]1[CH2:31][CH2:32][CH:27]([NH:26][C:4]([C:6]2[N:7]=[N:8][C:9]([O:12][CH2:13][C:14]3[C:15]([C:19]4[CH:20]=[CH:21][C:22]([F:25])=[CH:23][CH:24]=4)=[N:16][O:17][CH:18]=3)=[CH:10][CH:11]=2)=[O:5])[CH2:28][CH2:29]1. The yield is 0.820. (5) The reactants are [Cl:1][C:2]1[CH:12]=[CH:11][CH:10]=[C:9](Cl)[C:3]=1[O:4][CH2:5][CH2:6][CH2:7][NH2:8].[Cl:14]C1C(Cl)=CC=CC=1O.ClC1C=CC=C(Cl)C=1O. No catalyst specified. The product is [Cl:1][C:2]1[C:12]([Cl:14])=[CH:11][CH:10]=[CH:9][C:3]=1[O:4][CH2:5][CH2:6][CH2:7][NH2:8]. The yield is 0.880. (6) The reactants are C(N(S(F)(F)[F:7])CC)C.[CH2:10]([N:12]1[C:16]([O:17][C:18]2[CH:23]=[CH:22][C:21]([CH:24](O)[CH3:25])=[CH:20][CH:19]=2)=[CH:15][C:14]([C:27]2[CH:28]=[C:29]([C:33]([NH:36][S:37]([CH2:40][C:41]([F:44])([F:43])[F:42])(=[O:39])=[O:38])([CH3:35])[CH3:34])[CH:30]=[CH:31][CH:32]=2)=[N:13]1)[CH3:11].C(=O)([O-])O.[Na+]. The catalyst is ClCCl. The product is [CH2:10]([N:12]1[C:16]([O:17][C:18]2[CH:19]=[CH:20][C:21]([CH:24]([F:7])[CH3:25])=[CH:22][CH:23]=2)=[CH:15][C:14]([C:27]2[CH:28]=[C:29]([C:33]([NH:36][S:37]([CH2:40][C:41]([F:42])([F:44])[F:43])(=[O:39])=[O:38])([CH3:35])[CH3:34])[CH:30]=[CH:31][CH:32]=2)=[N:13]1)[CH3:11]. The yield is 0.640. (7) The reactants are [Cl:1][C:2]1[CH:7]=[CH:6][CH:5]=[CH:4][C:3]=1[SH:8].Br[CH2:10][CH2:11][CH2:12][CH2:13][CH2:14][CH2:15][CH2:16][C:17]([O:19]CC)=[O:18].C(O)C.[OH-].[K+]. The catalyst is O. The product is [Cl:1][C:2]1[CH:7]=[CH:6][CH:5]=[CH:4][C:3]=1[S:8][CH2:10][CH2:11][CH2:12][CH2:13][CH2:14][CH2:15][CH2:16][C:17]([OH:19])=[O:18]. The yield is 0.880. (8) The reactants are [Cl:1][C:2]1[N:7]=[CH:6][C:5]([C:8]2[C:13]([C:14]([F:17])([F:16])[F:15])=[CH:12][CH:11]=[CH:10][N:9]=2)=[CH:4][C:3]=1[N+:18]([O-])=O.[Cl-].[Ca+2].[Cl-]. The catalyst is C(O)C.O.[Fe]. The product is [Cl:1][C:2]1[N:7]=[CH:6][C:5]([C:8]2[C:13]([C:14]([F:15])([F:16])[F:17])=[CH:12][CH:11]=[CH:10][N:9]=2)=[CH:4][C:3]=1[NH2:18]. The yield is 0.850.